From a dataset of Forward reaction prediction with 1.9M reactions from USPTO patents (1976-2016). Predict the product of the given reaction. (1) Given the reactants [Cl:1][C:2]1[N:3]=[C:4](Cl)[C:5]2[NH:10][CH:9]=[CH:8][C:6]=2[N:7]=1.C(=O)([O-])O.[Na+], predict the reaction product. The product is: [Cl:1][C:2]1[N:3]=[CH:4][C:5]2[NH:10][CH:9]=[CH:8][C:6]=2[N:7]=1. (2) Given the reactants CS[C:3]1[S:4]/[C:5](=[CH:9]\[C:10]2[CH:11]=[C:12]3[C:17](=[CH:18][CH:19]=2)[N:16]=[CH:15][CH:14]=[CH:13]3)/[C:6](=[O:8])[N:7]=1.[S:20]1[CH:24]=[CH:23][CH:22]=[C:21]1[CH:25]([NH2:27])[CH3:26].CCN(C(C)C)C(C)C, predict the reaction product. The product is: [S:20]1[CH:24]=[CH:23][CH:22]=[C:21]1[CH:25]([NH:27][C:3]1[S:4]/[C:5](=[CH:9]\[C:10]2[CH:11]=[C:12]3[C:17](=[CH:18][CH:19]=2)[N:16]=[CH:15][CH:14]=[CH:13]3)/[C:6](=[O:8])[N:7]=1)[CH3:26]. (3) Given the reactants [C:1]([O:5][C:6](=[O:31])[NH:7][CH:8]1[CH2:13][CH2:12][CH:11]([NH:14][C:15]2[C:16]3[N:17]([C:21]([C:24]4[CH:29]=[CH:28][CH:27]=[C:26](Br)[N:25]=4)=[CH:22][N:23]=3)[CH:18]=[CH:19][N:20]=2)[CH2:10][CH2:9]1)([CH3:4])([CH3:3])[CH3:2].[CH2:32]([NH2:39])[C:33]1[CH:38]=[CH:37][CH:36]=[CH:35][CH:34]=1.CN(C1C(C2C(P(C3CCCCC3)C3CCCCC3)=CC=CC=2)=CC=CC=1)C.CC([O-])(C)C.[Na+], predict the reaction product. The product is: [C:1]([O:5][C:6](=[O:31])[NH:7][CH:8]1[CH2:13][CH2:12][CH:11]([NH:14][C:15]2[C:16]3[N:17]([C:21]([C:24]4[CH:29]=[CH:28][CH:27]=[C:26]([NH:39][CH2:32][C:33]5[CH:38]=[CH:37][CH:36]=[CH:35][CH:34]=5)[N:25]=4)=[CH:22][N:23]=3)[CH:18]=[CH:19][N:20]=2)[CH2:10][CH2:9]1)([CH3:4])([CH3:3])[CH3:2]. (4) Given the reactants [CH3:1][N:2]([CH3:28])[C:3]1[NH:4][C:5](=[O:27])[CH:6]=[C:7]([C:9]([NH:11][CH:12]([C:16]2[CH:21]=[CH:20][C:19]([O:22][C:23]([F:26])([F:25])[F:24])=[CH:18][CH:17]=2)[CH2:13][O:14][CH3:15])=[O:10])[N:8]=1, predict the reaction product. The product is: [CH3:28][N:2]([CH3:1])[C:3]1[NH:4][C:5](=[O:27])[CH:6]=[C:7]([C:9]([NH:11][C@H:12]([C:16]2[CH:21]=[CH:20][C:19]([O:22][C:23]([F:26])([F:25])[F:24])=[CH:18][CH:17]=2)[CH2:13][O:14][CH3:15])=[O:10])[N:8]=1. (5) Given the reactants [C:1]([C:3]1[C:4]([N:16]2[CH2:21][CH2:20][CH:19]([C:22](O)=[O:23])[CH2:18][CH2:17]2)=[N:5][C:6]([O:14][CH3:15])=[C:7]([C:9]([O:11][CH2:12][CH3:13])=[O:10])[CH:8]=1)#[N:2].[Cl:25][C:26]1[CH:31]=[CH:30][C:29]([CH2:32][S:33]([NH2:36])(=[O:35])=[O:34])=[CH:28][CH:27]=1, predict the reaction product. The product is: [Cl:25][C:26]1[CH:31]=[CH:30][C:29]([CH2:32][S:33]([NH:36][C:22]([CH:19]2[CH2:18][CH2:17][N:16]([C:4]3[C:3]([C:1]#[N:2])=[CH:8][C:7]([C:9]([O:11][CH2:12][CH3:13])=[O:10])=[C:6]([O:14][CH3:15])[N:5]=3)[CH2:21][CH2:20]2)=[O:23])(=[O:34])=[O:35])=[CH:28][CH:27]=1. (6) The product is: [F:1][C:2]1[CH:10]=[C:9]2[C:5]([C:6]([C:11]3[CH:12]=[CH:13][C:14]([NH:17][C:21](=[O:22])[C@@H:19]([NH:18][C:24](=[O:25])[O:26][C:27]([CH3:29])([CH3:28])[CH3:30])[CH3:20])=[N:15][CH:16]=3)=[CH:7][NH:8]2)=[CH:4][CH:3]=1. Given the reactants [F:1][C:2]1[CH:10]=[C:9]2[C:5]([C:6]([C:11]3[CH:12]=[CH:13][C:14]([NH2:17])=[N:15][CH:16]=3)=[CH:7][NH:8]2)=[CH:4][CH:3]=1.[NH:18]([C:24]([O:26][C:27]([CH3:30])([CH3:29])[CH3:28])=[O:25])[C@H:19]([C:21](O)=[O:22])[CH3:20], predict the reaction product.